Dataset: Reaction yield outcomes from USPTO patents with 853,638 reactions. Task: Predict the reaction yield, written as a fraction of the theoretical maximum amount of product (1.0 means a 100% yield; for example, 0.34 means a 34% yield). The reactants are [Cl:1][C:2]1[CH:3]=[C:4]([CH:9]2[C:18]3[C:13](=[CH:14][C:15]([O:19][CH3:20])=[CH:16][CH:17]=3)[CH2:12][NH:11][CH2:10]2)[CH:5]=[CH:6][C:7]=1[Cl:8].C(N(CC)C(C)C)(C)C.[N+:30]([C:33]1[CH:38]=[CH:37][CH:36]=[CH:35][C:34]=1[S:39](Cl)(=[O:41])=[O:40])([O-:32])=[O:31]. The catalyst is ClCCl. The product is [Cl:1][C:2]1[CH:3]=[C:4]([CH:9]2[C:18]3[C:13](=[CH:14][C:15]([O:19][CH3:20])=[CH:16][CH:17]=3)[CH2:12][N:11]([S:39]([C:34]3[CH:35]=[CH:36][CH:37]=[CH:38][C:33]=3[N+:30]([O-:32])=[O:31])(=[O:40])=[O:41])[CH2:10]2)[CH:5]=[CH:6][C:7]=1[Cl:8]. The yield is 0.800.